This data is from Full USPTO retrosynthesis dataset with 1.9M reactions from patents (1976-2016). The task is: Predict the reactants needed to synthesize the given product. (1) Given the product [Cl:28][C:29]1[CH:34]=[CH:33][CH:32]=[CH:31][C:30]=1[S:35]([O:18][C:13]1[CH:14]=[C:15]([CH3:17])[CH:16]=[C:11]([O:10][CH2:9][CH2:8][C:5]2[CH:6]=[CH:7][C:2]([NH2:1])=[CH:3][C:4]=2[CH:19]=[N:20][C:21]([O:23][C:24]([CH3:27])([CH3:26])[CH3:25])=[O:22])[CH:12]=1)(=[O:37])=[O:36], predict the reactants needed to synthesize it. The reactants are: [NH2:1][C:2]1[CH:7]=[CH:6][C:5]([CH2:8][CH2:9][O:10][C:11]2[CH:12]=[C:13]([OH:18])[CH:14]=[C:15]([CH3:17])[CH:16]=2)=[C:4]([CH:19]=[N:20][C:21]([O:23][C:24]([CH3:27])([CH3:26])[CH3:25])=[O:22])[CH:3]=1.[Cl:28][C:29]1[CH:34]=[CH:33][CH:32]=[CH:31][C:30]=1[S:35](Cl)(=[O:37])=[O:36]. (2) Given the product [Cl:1][C:2]1[CH:3]=[C:4]([N:20]2[C:25](=[O:26])[NH:24][C:23](=[O:27])[C:22]([C:28]#[N:29])=[N:21]2)[CH:5]=[C:6]([Cl:19])[C:7]=1[O:8][C:9]1[CH:14]=[C:13]([CH:15]([CH3:17])[CH3:16])[C:12](=[O:18])[N:11]([CH2:30][OH:31])[N:10]=1, predict the reactants needed to synthesize it. The reactants are: [Cl:1][C:2]1[CH:3]=[C:4]([N:20]2[C:25](=[O:26])[NH:24][C:23](=[O:27])[C:22]([C:28]#[N:29])=[N:21]2)[CH:5]=[C:6]([Cl:19])[C:7]=1[O:8][C:9]1[CH:14]=[C:13]([CH:15]([CH3:17])[CH3:16])[C:12](=[O:18])[NH:11][N:10]=1.[CH2:30]=[O:31]. (3) Given the product [CH3:14][N:15]1[CH2:20][CH2:19][N:18]([C:2]2[NH:3][C:4](=[O:13])[C:5]3[C:10]([CH:11]=2)=[C:9]([CH3:12])[CH:8]=[CH:7][CH:6]=3)[CH2:17][C:16]1=[O:21], predict the reactants needed to synthesize it. The reactants are: Cl[C:2]1[NH:3][C:4](=[O:13])[C:5]2[C:10]([CH:11]=1)=[C:9]([CH3:12])[CH:8]=[CH:7][CH:6]=2.[CH3:14][N:15]1[CH2:20][CH2:19][NH:18][CH2:17][C:16]1=[O:21]. (4) Given the product [NH2:15][C:16]1[C:21]([S:22]([NH:25][C:26]([C:28]2[CH:33]=[CH:32][C:31]([C:21]3[CH:16]=[N:17][C:18]([O:14][C@@H:12]([CH3:13])[CH2:11][O:10][CH2:3][C:4]4[CH:9]=[CH:8][CH:7]=[CH:6][CH:5]=4)=[CH:19][CH:20]=3)=[N:30][C:29]=2[N:41]2[CH2:45][C@@H:44]([CH3:46])[CH2:43][C:42]2([CH3:47])[CH3:48])=[O:27])(=[O:23])=[O:24])=[CH:20][CH:19]=[CH:18][N:17]=1, predict the reactants needed to synthesize it. The reactants are: [H-].[Na+].[CH2:3]([O:10][CH2:11][C@H:12]([OH:14])[CH3:13])[C:4]1[CH:9]=[CH:8][CH:7]=[CH:6][CH:5]=1.[NH2:15][C:16]1[C:21]([S:22]([NH:25][C:26]([C:28]2[C:29]([N:41]3[CH2:45][C@@H:44]([CH3:46])[CH2:43][C:42]3([CH3:48])[CH3:47])=[N:30][C:31](C3C=CC=C(F)N=3)=[CH:32][CH:33]=2)=[O:27])(=[O:24])=[O:23])=[CH:20][CH:19]=[CH:18][N:17]=1. (5) Given the product [F:12][C:4]1[CH:5]=[C:6]([CH:10]=[CH:11][C:3]=1[CH:2]=[O:15])[C:7]([OH:9])=[O:8], predict the reactants needed to synthesize it. The reactants are: Br[CH:2](Br)[C:3]1[CH:11]=[CH:10][C:6]([C:7]([OH:9])=[O:8])=[CH:5][C:4]=1[F:12].Cl.[OH2:15].